The task is: Predict which catalyst facilitates the given reaction.. This data is from Catalyst prediction with 721,799 reactions and 888 catalyst types from USPTO. (1) Reactant: [F-].C([N+](CCCC)(CCCC)CCCC)CCC.[OH:19][CH2:20][C:21]1[CH:42]=[CH:41][C:24]([C:25]([O:27][N:28]=[C:29]([C:31]2[CH:36]=[CH:35][C:34]([CH2:37][CH:38]([CH3:40])[CH3:39])=[CH:33][CH:32]=2)[NH2:30])=O)=[CH:23][CH:22]=1.C1COCC1. Product: [CH2:37]([C:34]1[CH:35]=[CH:36][C:31]([C:29]2[N:30]=[C:25]([C:24]3[CH:41]=[CH:42][C:21]([CH2:20][OH:19])=[CH:22][CH:23]=3)[O:27][N:28]=2)=[CH:32][CH:33]=1)[CH:38]([CH3:40])[CH3:39]. The catalyst class is: 13. (2) Reactant: Br[C:2]1[C:10]2[O:9][C:8]([C:11]3[CH:19]=[CH:18][C:14]([C:15]([O-:17])=[O:16])=[CH:13][CH:12]=3)=[N:7][C:6]=2[CH:5]=[C:4]([C:20]#[N:21])[CH:3]=1.[C:22]1(C)[CH:27]=CC=C[CH:23]=1.[C:29](=O)([O-])[O-].[Na+].[Na+].C(B(O)O)(C)=C. Product: [C:20]([C:4]1[CH:3]=[C:2]([C:22]([CH3:27])=[CH2:23])[C:10]2[O:9][C:8]([C:11]3[CH:19]=[CH:18][C:14]([C:15]([O:17][CH3:29])=[O:16])=[CH:13][CH:12]=3)=[N:7][C:6]=2[CH:5]=1)#[N:21]. The catalyst class is: 40. (3) Reactant: [F:1][C:2]1[CH:3]=[C:4]([CH:10]=[CH:11][C:12]=1[O:13][C:14]1[CH:19]=[C:18]([C:20]([NH:22][C:23]2[CH:27]=[CH:26][N:25]([CH3:28])[N:24]=2)=[O:21])[CH:17]=[C:16]([O:29][C@@H:30]([CH3:33])[CH2:31][OH:32])[CH:15]=1)[C:5]([O:7]CC)=[O:6].O.[OH-].[Li+]. Product: [F:1][C:2]1[CH:3]=[C:4]([CH:10]=[CH:11][C:12]=1[O:13][C:14]1[CH:19]=[C:18]([C:20]([NH:22][C:23]2[CH:27]=[CH:26][N:25]([CH3:28])[N:24]=2)=[O:21])[CH:17]=[C:16]([O:29][C@@H:30]([CH3:33])[CH2:31][OH:32])[CH:15]=1)[C:5]([OH:7])=[O:6]. The catalyst class is: 20. (4) Reactant: [NH2:1][C:2]1[CH:7]=[CH:6][C:5]([C:8]2[C:16]3[C:15]([NH2:17])=[N:14][CH:13]=[N:12][C:11]=3[S:10][C:9]=2[CH3:18])=[CH:4][CH:3]=1.[CH3:19][C:20]1[CH:21]=[C:22]([N:26]=[C:27]=[S:28])[CH:23]=[CH:24][CH:25]=1. Product: [NH2:17][C:15]1[C:16]2[C:8]([C:5]3[CH:4]=[CH:3][C:2]([NH:1][C:27]([NH:26][C:22]4[CH:23]=[CH:24][CH:25]=[C:20]([CH3:19])[CH:21]=4)=[S:28])=[CH:7][CH:6]=3)=[C:9]([CH3:18])[S:10][C:11]=2[N:12]=[CH:13][N:14]=1. The catalyst class is: 3.